This data is from TCR-epitope binding with 47,182 pairs between 192 epitopes and 23,139 TCRs. The task is: Binary Classification. Given a T-cell receptor sequence (or CDR3 region) and an epitope sequence, predict whether binding occurs between them. (1) The epitope is LSDDAVVCFNSTY. The TCR CDR3 sequence is CASSISAGYEQYF. Result: 0 (the TCR does not bind to the epitope). (2) The epitope is RQLLFVVEV. The TCR CDR3 sequence is CASSPAGTGGTEAFF. Result: 1 (the TCR binds to the epitope).